From a dataset of Catalyst prediction with 721,799 reactions and 888 catalyst types from USPTO. Predict which catalyst facilitates the given reaction. (1) Reactant: [NH2:1][C:2]1[CH:3]=[CH:4][C:5]([CH3:21])=[C:6]([C:8]2[CH:13]=[CH:12][C:11]([C:14]([NH:16][CH2:17][CH:18]3[CH2:20][CH2:19]3)=[O:15])=[CH:10][CH:9]=2)[CH:7]=1.[Cl:22][C:23]1[CH:24]=[C:25]([C:29]2[O:33][C:32]([C:34](O)=[O:35])=[CH:31][CH:30]=2)[CH:26]=[CH:27][CH:28]=1.Cl.CN(C)CCCN=C=NCC.C1C=CC2N(O)N=NC=2C=1.CCN(C(C)C)C(C)C. Product: [CH:18]1([CH2:17][NH:16][C:14]([C:11]2[CH:12]=[CH:13][C:8]([C:6]3[C:5]([CH3:21])=[CH:4][CH:3]=[C:2]([NH:1][C:34]([C:32]4[O:33][C:29]([C:25]5[CH:26]=[CH:27][CH:28]=[C:23]([Cl:22])[CH:24]=5)=[CH:30][CH:31]=4)=[O:35])[CH:7]=3)=[CH:9][CH:10]=2)=[O:15])[CH2:20][CH2:19]1. The catalyst class is: 3. (2) Reactant: [O:1]1[CH2:6][CH2:5][N:4]([C:7]2[C:8]3[N:9]([CH:20]=[C:21](/[CH:23]=[CH:24]/[C:25]4[CH:34]=[CH:33][C:32]5[C:27](=[CH:28][CH:29]=[CH:30][CH:31]=5)[N:26]=4)[N:22]=3)[C:10]([C:13]3[CH:14]=[CH:15][C:16]([NH2:19])=[N:17][CH:18]=3)=[CH:11][N:12]=2)[CH2:3][CH2:2]1.[CH3:35][S:36](Cl)(=[O:38])=[O:37]. Product: [O:1]1[CH2:6][CH2:5][N:4]([C:7]2[C:8]3[N:9]([CH:20]=[C:21](/[CH:23]=[CH:24]/[C:25]4[CH:34]=[CH:33][C:32]5[C:27](=[CH:28][CH:29]=[CH:30][CH:31]=5)[N:26]=4)[N:22]=3)[C:10]([C:13]3[CH:14]=[CH:15][C:16]([NH:19][S:36]([CH3:35])(=[O:38])=[O:37])=[N:17][CH:18]=3)=[CH:11][N:12]=2)[CH2:3][CH2:2]1. The catalyst class is: 17. (3) Reactant: [CH3:1][CH2:2][CH2:3]C[N+](CCCC)(CCCC)CCCC.[F-].CS(C)=[O:21].CCN(CC)CC.[CH2:30]1[CH2:34][O:33][CH2:32][CH2:31]1. Product: [CH3:1][C:2]1[CH2:3][CH:32]([CH:31]=[O:21])[O:33][CH2:34][CH:30]=1. The catalyst class is: 2. (4) Product: [C:38]([C:36]1[CH:37]=[C:33]([NH:32][C:31]([NH:1][C@@H:2]2[C:11]3[C:6](=[CH:7][CH:8]=[CH:9][CH:10]=3)[C@H:5]([O:12][C:13]3[CH:18]=[N:17][C:16]([C:19]([N:21]4[CH2:26][CH2:25][O:24][CH2:23][CH2:22]4)=[O:20])=[CH:15][CH:14]=3)[CH2:4][CH2:3]2)=[O:30])[N:34]([C:42]2[CH:47]=[CH:46][C:45]([CH3:48])=[CH:44][CH:43]=2)[N:35]=1)([CH3:41])([CH3:39])[CH3:40]. The catalyst class is: 12. Reactant: [NH2:1][C@@H:2]1[C:11]2[C:6](=[CH:7][CH:8]=[CH:9][CH:10]=2)[C@H:5]([O:12][C:13]2[CH:14]=[CH:15][C:16]([C:19]([N:21]3[CH2:26][CH2:25][O:24][CH2:23][CH2:22]3)=[O:20])=[N:17][CH:18]=2)[CH2:4][CH2:3]1.ClC(Cl)(Cl)C[O:30][C:31](=O)[NH:32][C:33]1[N:34]([C:42]2[CH:47]=[CH:46][C:45]([CH3:48])=[CH:44][CH:43]=2)[N:35]=[C:36]([C:38]([CH3:41])([CH3:40])[CH3:39])[CH:37]=1.C(N(C(C)C)CC)(C)C.